The task is: Regression/Classification. Given a drug SMILES string, predict its absorption, distribution, metabolism, or excretion properties. Task type varies by dataset: regression for continuous measurements (e.g., permeability, clearance, half-life) or binary classification for categorical outcomes (e.g., BBB penetration, CYP inhibition). Dataset: cyp2c9_veith.. This data is from CYP2C9 inhibition data for predicting drug metabolism from PubChem BioAssay. (1) The result is 1 (inhibitor). The molecule is COCCn1c(=O)c(-c2ccccc2)nc2cnc(Oc3ccccc3)nc21. (2) The molecule is c1ccc2nc(-c3ccncc3)ccc2c1. The result is 1 (inhibitor). (3) The drug is COc1cc(C(=O)N2CCC(NC(=O)C(Cc3ccc(C(C)C)cc3)NC(C)=O)CC2)cc(OC)c1OC. The result is 0 (non-inhibitor). (4) The molecule is C[N@@+]1(CC[N@@+]2(C)CCC[C@H]2c2cccnc2)CCC[C@@H]1c1cccnc1. The result is 0 (non-inhibitor). (5) The drug is NC(=O)OCC(COC(N)=O)c1ccccc1. The result is 0 (non-inhibitor). (6) The compound is CNCC[C@@H](Oc1ccccc1C)c1ccccc1. The result is 0 (non-inhibitor).